This data is from Reaction yield outcomes from USPTO patents with 853,638 reactions. The task is: Predict the reaction yield, written as a fraction of the theoretical maximum amount of product (1.0 means a 100% yield; for example, 0.34 means a 34% yield). The reactants are [CH2:1]([C:4]1[N:5]=[C:6]([Cl:15])[C:7]2[C:12]([C:13]=1[OH:14])=[CH:11][CH:10]=[CH:9][CH:8]=2)[CH:2]=[CH2:3].B1C2CCCC1CCC2.[OH-:25].[Na+].OO. The catalyst is O1CCCC1. The product is [Cl:15][C:6]1[C:7]2[C:12](=[CH:11][CH:10]=[CH:9][CH:8]=2)[C:13]([OH:14])=[C:4]([CH2:1][CH2:2][CH2:3][OH:25])[N:5]=1. The yield is 0.700.